This data is from Reaction yield outcomes from USPTO patents with 853,638 reactions. The task is: Predict the reaction yield, written as a fraction of the theoretical maximum amount of product (1.0 means a 100% yield; for example, 0.34 means a 34% yield). (1) The reactants are [Br:1][C:2]1[CH:3]=[N:4][CH:5]=[C:6]([CH:9](O)[C:10]2[CH:15]=[CH:14][CH:13]=[CH:12][CH:11]=2)[C:7]=1[OH:8].C(O)(C(F)(F)F)=O.[SiH](CC)(CC)CC. The catalyst is C(Cl)Cl. The product is [CH2:9]([C:6]1[CH:5]=[N:4][CH:3]=[C:2]([Br:1])[C:7]=1[OH:8])[C:10]1[CH:11]=[CH:12][CH:13]=[CH:14][CH:15]=1. The yield is 0.100. (2) The reactants are [N:1]([CH2:4][CH2:5][NH:6][C:7](=[O:21])[CH2:8][CH2:9][CH2:10][CH2:11][CH2:12][CH2:13][CH2:14][CH2:15][CH2:16][CH2:17][CH2:18][CH2:19][CH3:20])=[N+:2]=[N-:3].N([CH2:25][CH2:26]N)=[N+]=[N-].C(N(CC)CC)C. The catalyst is ClCCl. The product is [N:1]([CH2:4][CH2:5][NH:6][C:7](=[O:21])[C:8]1[CH:26]=[CH:25][C:11]([CH2:12][CH2:13][CH2:14][CH2:15][CH2:16][CH2:17][CH2:18][CH2:19][CH3:20])=[CH:10][CH:9]=1)=[N+:2]=[N-:3]. The yield is 0.800. (3) The reactants are [CH2:1]1[C:3]([NH2:7])([C:4]([OH:6])=[O:5])[CH2:2]1.[CH3:8][O:9][C:10]1[CH:11]=[C:12]([CH:29]=[CH:30][C:31]=1[O:32][CH3:33])[C:13]([O:15][CH2:16][CH2:17][O:18][C:19](ON1C(=O)CCC1=O)=[O:20])=[O:14]. No catalyst specified. The product is [CH3:8][O:9][C:10]1[CH:11]=[C:12]([C:13]([O:15][CH2:16][CH2:17][O:18][C:19]([NH:7][C:3]2([C:4]([OH:6])=[O:5])[CH2:2][CH2:1]2)=[O:20])=[O:14])[CH:29]=[CH:30][C:31]=1[O:32][CH3:33]. The yield is 0.680. (4) The reactants are C(=O)([O-])[O-].[K+].[K+].[Cl:7][CH2:8][C@H:9]1[C:17]2[C:16]3[CH:18]=[CH:19][CH:20]=[CH:21][C:15]=3[C:14]([OH:22])=[CH:13][C:12]=2[N:11]([C:23]([O:25][C:26]([CH3:29])([CH3:28])[CH3:27])=[O:24])[CH2:10]1.Br[CH2:31][C:32]1[CH:37]=[CH:36][C:35]([N+:38]([O-:40])=[O:39])=[CH:34][CH:33]=1. The catalyst is CN(C=O)C.CCOC(C)=O.O. The product is [Cl:7][CH2:8][C@H:9]1[C:17]2[C:16]3[CH:18]=[CH:19][CH:20]=[CH:21][C:15]=3[C:14]([O:22][CH2:31][C:32]3[CH:37]=[CH:36][C:35]([N+:38]([O-:40])=[O:39])=[CH:34][CH:33]=3)=[CH:13][C:12]=2[N:11]([C:23]([O:25][C:26]([CH3:29])([CH3:28])[CH3:27])=[O:24])[CH2:10]1. The yield is 0.770. (5) The reactants are [Cl:1][C:2]1[C:10]([CH3:11])=[N:9][C:8]2[N:4]([N:5]=[C:6]3[CH2:14][N:13]([C:15]([C:17]4[CH:22]=[CH:21][C:20]([F:23])=[CH:19][C:18]=4[O:24][C@@H:25]4[CH2:29][CH2:28][NH:27][CH2:26]4)=[O:16])[CH2:12][C:7]3=2)[C:3]=1[CH3:30].[O:31]1[CH2:34][C:33](=O)[CH2:32]1.C(O[BH-](OC(=O)C)OC(=O)C)(=O)C.[Na+]. The yield is 0.410. The product is [Cl:1][C:2]1[C:10]([CH3:11])=[N:9][C:8]2[N:4]([N:5]=[C:6]3[CH2:14][N:13]([C:15]([C:17]4[CH:22]=[CH:21][C:20]([F:23])=[CH:19][C:18]=4[O:24][C@@H:25]4[CH2:29][CH2:28][N:27]([CH:33]5[CH2:34][O:31][CH2:32]5)[CH2:26]4)=[O:16])[CH2:12][C:7]3=2)[C:3]=1[CH3:30]. The catalyst is ClCCCl.C(Cl)Cl. (6) The product is [CH2:1]([O:3][C:4]([C:6]1[N:7]=[C:8]([C:19]#[N:20])[C:9]2[C:14]([C:15]=1[OH:16])=[CH:13][CH:12]=[C:11]([Br:17])[CH:10]=2)=[O:5])[CH3:2]. The yield is 0.850. The reactants are [CH2:1]([O:3][C:4]([C:6]1[N:7]=[C:8](I)[C:9]2[C:14]([C:15]=1[OH:16])=[CH:13][CH:12]=[C:11]([Br:17])[CH:10]=2)=[O:5])[CH3:2].[CH3:19][N:20]1C(=O)CCC1. The catalyst is ClCCl.